This data is from Catalyst prediction with 721,799 reactions and 888 catalyst types from USPTO. The task is: Predict which catalyst facilitates the given reaction. (1) Reactant: Cl.[Br:2][C:3]1[CH:8]=[CH:7][CH:6]=[CH:5][C:4]=1[NH:9][NH2:10].[OH-].[Na+]. Product: [Br:2][C:3]1[CH:8]=[CH:7][CH:6]=[CH:5][C:4]=1[NH:9][NH2:10]. The catalyst class is: 11. (2) Reactant: [CH2:1]([O:8][CH2:9][C@@H:10]([OH:15])[C:11]([F:14])([F:13])[F:12])[C:2]1[CH:7]=[CH:6][CH:5]=[CH:4][CH:3]=1.[H-].[Na+].IC.[C:20](OCC)(=O)C. Product: [F:12][C:11]([F:14])([F:13])[C@H:10]([O:15][CH3:20])[CH2:9][O:8][CH2:1][C:2]1[CH:3]=[CH:4][CH:5]=[CH:6][CH:7]=1. The catalyst class is: 1. (3) Reactant: C([O:3][C:4](=[O:20])[CH2:5][CH:6]([N:10]1[C:14]2[CH:15]=[CH:16][CH:17]=[CH:18][C:13]=2[NH:12][C:11]1=[O:19])[CH2:7][CH2:8][CH3:9])C.[Br:21][C:22]1[CH:23]=[CH:24][C:25]([O:30][CH3:31])=[C:26]([CH2:28]O)[CH:27]=1.CC(OC(/N=N/C(OC(C)C)=O)=O)C. Product: [Br:21][C:22]1[CH:23]=[CH:24][C:25]([O:30][CH3:31])=[C:26]([CH:27]=1)[CH2:28][N:12]1[C:13]2[CH:18]=[CH:17][CH:16]=[CH:15][C:14]=2[N:10]([CH:6]([CH2:7][CH2:8][CH3:9])[CH2:5][C:4]([OH:3])=[O:20])[C:11]1=[O:19]. The catalyst class is: 1.